Task: Predict the product of the given reaction.. Dataset: Forward reaction prediction with 1.9M reactions from USPTO patents (1976-2016) (1) Given the reactants Br[C:2]1[S:6][C:5]([CH2:7][C:8]2[C:16]3[C:11](=[CH:12][CH:13]=[CH:14][C:15]=3[CH3:17])[N:10]([C@@H:18]3[O:35][C@H:34]([CH2:36][O:37]C(=O)C)[C@@H:29]([O:30]C(=O)C)[C@H:24]([O:25]C(=O)C)[C@H:19]3[O:20]C(=O)C)[CH:9]=2)=[CH:4][CH:3]=1.[F:41][C:42]1[CH:47]=[CH:46][C:45](B(O)O)=[CH:44][CH:43]=1, predict the reaction product. The product is: [F:41][C:42]1[CH:47]=[CH:46][C:45]([C:2]2[S:6][C:5]([CH2:7][C:8]3[C:16]4[C:11](=[CH:12][CH:13]=[CH:14][C:15]=4[CH3:17])[N:10]([C@@H:18]4[O:35][C@H:34]([CH2:36][OH:37])[C@@H:29]([OH:30])[C@H:24]([OH:25])[C@H:19]4[OH:20])[CH:9]=3)=[CH:4][CH:3]=2)=[CH:44][CH:43]=1. (2) Given the reactants [F:1][C:2]1[C:7]([F:8])=[C:6]([NH:9][C:10]2[CH:15]=[CH:14][C:13]([F:16])=[CH:12][C:11]=2[I:17])[C:5]([NH2:18])=[C:4]([O:19][CH3:20])[CH:3]=1.[C:21](N1C=CN=C1)(N1C=CN=C1)=[O:22], predict the reaction product. The product is: [F:1][C:2]1[CH:3]=[C:4]([O:19][CH3:20])[C:5]2[NH:18][C:21](=[O:22])[N:9]([C:10]3[CH:15]=[CH:14][C:13]([F:16])=[CH:12][C:11]=3[I:17])[C:6]=2[C:7]=1[F:8]. (3) Given the reactants [CH3:1][C:2]1[C:3](=O)[NH:4][C:5]([NH:9][CH2:10][C:11]2[CH:16]=[CH:15][CH:14]=[CH:13][N:12]=2)=[N:6][C:7]=1[CH3:8].O(Cl)[Cl:19].[P+5], predict the reaction product. The product is: [Cl:19][C:3]1[C:2]([CH3:1])=[C:7]([CH3:8])[N:6]=[C:5]([NH:9][CH2:10][C:11]2[CH:16]=[CH:15][CH:14]=[CH:13][N:12]=2)[N:4]=1. (4) Given the reactants [CH2:1]([C:8]1([N:29]([CH3:31])[CH3:30])[CH2:13][CH2:12][CH:11]([C:14]2[NH:15][C:16]3[C:21]([C:22]=2[CH2:23][CH2:24][CH2:25][C:26]([OH:28])=[O:27])=[CH:20][CH:19]=[CH:18][CH:17]=3)[CH2:10][CH2:9]1)[C:2]1[CH:7]=[CH:6][CH:5]=[CH:4][CH:3]=1.[Si]([Cl:36])(C)(C)C, predict the reaction product. The product is: [ClH:36].[CH2:1]([C:8]1([N:29]([CH3:31])[CH3:30])[CH2:13][CH2:12][CH:11]([C:14]2[NH:15][C:16]3[C:21]([C:22]=2[CH2:23][CH2:24][CH2:25][C:26]([OH:28])=[O:27])=[CH:20][CH:19]=[CH:18][CH:17]=3)[CH2:10][CH2:9]1)[C:2]1[CH:7]=[CH:6][CH:5]=[CH:4][CH:3]=1. (5) The product is: [F:1][C:2]([F:4])([F:3])[S:5]([C:6]1[CH:11]=[CH:10][C:9]([OH:12])=[CH:8][CH:7]=1)=[O:21]. Given the reactants [F:1][C:2]([S:5][C:6]1[CH:11]=[CH:10][C:9]([OH:12])=[CH:8][CH:7]=1)([F:4])[F:3].ClC1C=CC=C(C(OO)=[O:21])C=1.S([O-])([O-])=O.[Na+].[Na+], predict the reaction product.